The task is: Predict the reaction yield, written as a fraction of the theoretical maximum amount of product (1.0 means a 100% yield; for example, 0.34 means a 34% yield).. This data is from Reaction yield outcomes from USPTO patents with 853,638 reactions. (1) The reactants are Cl[C:2]1[CH:7]=[C:6]([NH:8][C:9]2[CH:19]=[CH:18][CH:17]=[CH:16][C:10]=2[C:11]([NH:13][CH2:14][CH3:15])=[O:12])[C:5]([Cl:20])=[CH:4][N:3]=1.[CH2:21]([N:23]1[C:27]([NH2:28])=[CH:26][C:25]([CH3:29])=[N:24]1)[CH3:22].C(=O)([O-])[O-].[Cs+].[Cs+].C1(P(C2C=CC=CC=2)C2C=CC3C(=CC=CC=3)C=2C2C3C(=CC=CC=3)C=CC=2P(C2C=CC=CC=2)C2C=CC=CC=2)C=CC=CC=1. The catalyst is C([O-])(=O)C.[Pd+2].C([O-])(=O)C.O1CCOCC1.C1COCC1. The product is [Cl:20][C:5]1[C:6]([NH:8][C:9]2[CH:19]=[CH:18][CH:17]=[CH:16][C:10]=2[C:11]([NH:13][CH2:14][CH3:15])=[O:12])=[CH:7][C:2]([NH:28][C:27]2[N:23]([CH2:21][CH3:22])[N:24]=[C:25]([CH3:29])[CH:26]=2)=[N:3][CH:4]=1. The yield is 0.300. (2) The reactants are [CH:1]1([CH2:4][CH2:5][NH:6][C:7]([C:9]2[N:10]=[N:11][C:12](Cl)=[CH:13][CH:14]=2)=[O:8])[CH2:3][CH2:2]1.[NH:16]1[CH2:21][CH2:20][NH:19][CH2:18][CH2:17]1. The catalyst is C(#N)C. The product is [CH:1]1([CH2:4][CH2:5][NH:6][C:7]([C:9]2[N:10]=[N:11][C:12]([N:16]3[CH2:21][CH2:20][NH:19][CH2:18][CH2:17]3)=[CH:13][CH:14]=2)=[O:8])[CH2:3][CH2:2]1. The yield is 0.880. (3) The reactants are [CH2:1]([C:3]1O[C:5](=[O:13])[C:6]2[CH:12]=[CH:11][CH:10]=[N:9][C:7]=2[N:8]=1)[CH3:2].[F:14][C:15]1[CH:21]=[CH:20][C:18]([NH2:19])=[CH:17][CH:16]=1. The catalyst is C1(C)C=CC=CC=1. The product is [CH2:1]([C:3]1[N:19]([C:18]2[CH:20]=[CH:21][C:15]([F:14])=[CH:16][CH:17]=2)[C:5](=[O:13])[C:6]2[CH:12]=[CH:11][CH:10]=[N:9][C:7]=2[N:8]=1)[CH3:2]. The yield is 0.320. (4) The reactants are F[C:2]1[CH:3]=[C:4]2[C:9](=[CH:10][N:11]=1)[N:8]=[CH:7][C:6]([C:12]#[N:13])=[C:5]2[NH:14][C:15]1[CH:20]=[CH:19][C:18]([C:21]([F:24])([F:23])[F:22])=[CH:17][CH:16]=1.[N:25]1([CH2:31][CH2:32][NH2:33])[CH2:30][CH2:29][O:28][CH2:27][CH2:26]1. No catalyst specified. The product is [N:25]1([CH2:31][CH2:32][NH:33][C:2]2[CH:3]=[C:4]3[C:9](=[CH:10][N:11]=2)[N:8]=[CH:7][C:6]([C:12]#[N:13])=[C:5]3[NH:14][C:15]2[CH:20]=[CH:19][C:18]([C:21]([F:24])([F:22])[F:23])=[CH:17][CH:16]=2)[CH2:30][CH2:29][O:28][CH2:27][CH2:26]1. The yield is 0.550. (5) The reactants are Br[C:2]1[C:3]([F:28])=[C:4]([N:8]2[CH:13]=[C:12]([O:14][CH3:15])[C:11](=[O:16])[C:10]([C:17]3[N:21]([C:22]4[CH:27]=[CH:26][CH:25]=[CH:24][CH:23]=4)[N:20]=[CH:19][CH:18]=3)=[N:9]2)[CH:5]=[CH:6][CH:7]=1.Cl.[F:30][C:31]1([F:36])[CH2:35][CH2:34][NH:33][CH2:32]1.CC([O-])(C)C.[Na+].CC1(C)C2C(=C(P(C3C=CC=CC=3)C3C=CC=CC=3)C=CC=2)OC2C(P(C3C=CC=CC=3)C3C=CC=CC=3)=CC=CC1=2. The catalyst is O1CCOCC1.C([O-])(O)=O.[Na+].C1C=CC(/C=C/C(/C=C/C2C=CC=CC=2)=O)=CC=1.C1C=CC(/C=C/C(/C=C/C2C=CC=CC=2)=O)=CC=1.C1C=CC(/C=C/C(/C=C/C2C=CC=CC=2)=O)=CC=1.[Pd].[Pd]. The product is [F:30][C:31]1([F:36])[CH2:35][CH2:34][N:33]([C:2]2[C:3]([F:28])=[C:4]([N:8]3[CH:13]=[C:12]([O:14][CH3:15])[C:11](=[O:16])[C:10]([C:17]4[N:21]([C:22]5[CH:27]=[CH:26][CH:25]=[CH:24][CH:23]=5)[N:20]=[CH:19][CH:18]=4)=[N:9]3)[CH:5]=[CH:6][CH:7]=2)[CH2:32]1. The yield is 0.510. (6) The reactants are [ClH:1].[F:2][C:3]([F:21])([F:20])[C:4]1[CH:5]=[C:6]([C:14]2[CH2:15][CH2:16][NH:17][CH2:18][CH:19]=2)[CH:7]=[C:8]([C:10]([F:13])([F:12])[F:11])[CH:9]=1.C([O-])=O.[NH4+]. The catalyst is CO.[Pd]. The product is [ClH:1].[F:21][C:3]([F:2])([F:20])[C:4]1[CH:5]=[C:6]([CH:14]2[CH2:19][CH2:18][NH:17][CH2:16][CH2:15]2)[CH:7]=[C:8]([C:10]([F:12])([F:13])[F:11])[CH:9]=1. The yield is 0.820. (7) The reactants are [ClH:1].Cl.COC1C=C2C(C(C(F)(F)F)OC2)=CC=1CN[C@H]1CCCN[C@H]1C1C=CC=CC=1.C(OC([N:39]1[CH2:44][CH2:43][CH2:42][C@H:41]([NH:45][CH2:46][C:47]2[CH:48]=[C:49]3[C:53](=[CH:54][C:55]=2[O:56][CH3:57])[CH2:52][O:51][C:50]3([C:62]([F:65])([F:64])[F:63])[C:58]([F:61])([F:60])[F:59])[C@@H:40]1[C:66]1[CH:71]=[CH:70][CH:69]=[CH:68][CH:67]=1)=O)(C)(C)C. No catalyst specified. The product is [ClH:1].[ClH:1].[CH3:57][O:56][C:55]1[CH:54]=[C:53]2[C:49]([C:50]([C:58]([F:61])([F:59])[F:60])([C:62]([F:63])([F:64])[F:65])[O:51][CH2:52]2)=[CH:48][C:47]=1[CH2:46][NH:45][C@H:41]1[CH2:42][CH2:43][CH2:44][NH:39][C@H:40]1[C:66]1[CH:71]=[CH:70][CH:69]=[CH:68][CH:67]=1. The yield is 0.724.